Task: Predict the reactants needed to synthesize the given product.. Dataset: Full USPTO retrosynthesis dataset with 1.9M reactions from patents (1976-2016) Given the product [O:1]1[CH2:2][CH2:3][CH2:4][O:5][C:6]2[CH:11]=[C:10]([NH:12][C:27]([CH:24]3[CH2:23][CH2:22][N:21]([C:17]4[CH:18]=[CH:19][CH:20]=[C:15]([C:14]([F:31])([F:13])[F:30])[CH:16]=4)[CH2:26][CH2:25]3)=[O:28])[CH:9]=[CH:8][C:7]1=2, predict the reactants needed to synthesize it. The reactants are: [O:1]1[C:7]2[CH:8]=[CH:9][C:10]([NH2:12])=[CH:11][C:6]=2[O:5][CH2:4][CH2:3][CH2:2]1.[F:13][C:14]([F:31])([F:30])[C:15]1[CH:16]=[C:17]([N:21]2[CH2:26][CH2:25][CH:24]([C:27](O)=[O:28])[CH2:23][CH2:22]2)[CH:18]=[CH:19][CH:20]=1.